Dataset: Reaction yield outcomes from USPTO patents with 853,638 reactions. Task: Predict the reaction yield, written as a fraction of the theoretical maximum amount of product (1.0 means a 100% yield; for example, 0.34 means a 34% yield). (1) The reactants are Br[C:2]1[S:6][C:5]([CH2:7][S:8]([NH2:11])(=[O:10])=[O:9])=[N:4][CH:3]=1.[CH3:12][C:13]1[CH:14]=[C:15]([NH:28][C:29]2[N:34]=[C:33]([C:35]([F:38])([F:37])[F:36])[CH:32]=[CH:31][N:30]=2)[CH:16]=[C:17](B2OC(C)(C)C(C)(C)O2)[CH:18]=1.C(Cl)Cl.C([O-])([O-])=O.[Na+].[Na+]. The catalyst is O.C1C=CC(P(C2C=CC=CC=2)[C-]2C=CC=C2)=CC=1.C1C=CC(P(C2C=CC=CC=2)[C-]2C=CC=C2)=CC=1.Cl[Pd]Cl.[Fe+2].O1CCOCC1. The product is [CH3:12][C:13]1[CH:18]=[C:17]([C:2]2[S:6][C:5]([CH2:7][S:8]([NH2:11])(=[O:10])=[O:9])=[N:4][CH:3]=2)[CH:16]=[C:15]([NH:28][C:29]2[N:34]=[C:33]([C:35]([F:38])([F:36])[F:37])[CH:32]=[CH:31][N:30]=2)[CH:14]=1. The yield is 0.710. (2) The product is [CH3:19][NH:20][C:7]1([CH3:6])[C:13]2([CH2:17][CH2:16][CH2:15][CH2:14]2)[CH:11]2[CH2:12][CH:8]1[CH2:9][CH2:10]2. The yield is 0.530. The catalyst is C1(C)C=CC=CC=1.Cl[O-].[Na+]. The reactants are S(=O)(=O)(O)O.[CH2:6]=[C:7]1[C:13]2([CH2:17][CH2:16][CH2:15][CH2:14]2)[CH:11]2[CH2:12][CH:8]1[CH2:9][CH2:10]2.[S-][C:19]#[N:20].[K+].[H-].COCCO[Al+]OCCOC.[Na+].[H-].[OH-].[Na+]. (3) The reactants are [NH2:1][C:2]1[N:3]=[CH:4][C:5]2[CH2:11][N:10]([C:12]3[CH:13]=[C:14]([CH:18]=[CH:19][CH:20]=3)[C:15](O)=[O:16])[CH2:9][CH2:8][C:6]=2[N:7]=1.[CH2:21]([C:24]1[CH:30]=[CH:29][C:27]([NH2:28])=[CH:26][CH:25]=1)[CH2:22][CH3:23].C(N(CC)C(C)C)(C)C.CCOC(C(C#N)=NOC(N1CCOCC1)=[N+](C)C)=O.F[P-](F)(F)(F)(F)F. The catalyst is CN(C=O)C.O. The product is [NH2:1][C:2]1[N:3]=[CH:4][C:5]2[CH2:11][N:10]([C:12]3[CH:13]=[C:14]([CH:18]=[CH:19][CH:20]=3)[C:15]([NH:28][C:27]3[CH:29]=[CH:30][C:24]([CH2:21][CH2:22][CH3:23])=[CH:25][CH:26]=3)=[O:16])[CH2:9][CH2:8][C:6]=2[N:7]=1. The yield is 0.320. (4) The reactants are [CH:1]([OH:3])=[O:2].C(O[C:8](=[O:10])C)(=O)C.C([O-])=O.[Na+].[CH3:15][NH:16][CH2:17][C:18]1[CH:19]=[CH:20][C:21]([N+:27]([O-:29])=[O:28])=[C:22]([CH:26]=1)C(O)=O. The catalyst is O. The product is [CH:8]([N:16]([CH2:17][C:18]1[CH:26]=[CH:22][C:21]([N+:27]([O-:29])=[O:28])=[C:20]([CH:19]=1)[C:1]([OH:3])=[O:2])[CH3:15])=[O:10]. The yield is 0.870. (5) The reactants are [Br:1][C:2]1[C:3]([C:12]2[CH:17]=[CH:16][C:15]([F:18])=[CH:14][CH:13]=2)=[N:4][N:5]2[C:10](Cl)=[CH:9][CH:8]=[CH:7][C:6]=12.C(=O)([O-])[O-].[Cs+].[Cs+].[CH:25]1([NH2:30])[CH2:29][CH2:28][CH2:27][CH2:26]1.CCOCC. The catalyst is C1(C)C=CC=CC=1.C([O-])(=O)C.[Pd+2].C([O-])(=O)C.C1C=CC(P(C2C(C3C(P(C4C=CC=CC=4)C4C=CC=CC=4)=CC=C4C=3C=CC=C4)=C3C(C=CC=C3)=CC=2)C2C=CC=CC=2)=CC=1. The product is [Br:1][C:2]1[C:3]([C:12]2[CH:17]=[CH:16][C:15]([F:18])=[CH:14][CH:13]=2)=[N:4][N:5]2[C:10]([NH:30][CH:25]3[CH2:29][CH2:28][CH2:27][CH2:26]3)=[CH:9][CH:8]=[CH:7][C:6]=12. The yield is 0.830. (6) The reactants are [Cl:1][C:2]1[C:7]([C:8]2[CH:16]=[CH:15][C:11]3N=CS[C:10]=3[CH:9]=2)=[CH:6][CH:5]=[CH:4][N:3]=1.BrC1C=CC2[S:25][CH:24]=[N:23]C=2C=1.ClC1C(B2OC(C)(C)C(C)(C)O2)=CC=CN=1.C([O-])([O-])=O.[Na+].[Na+]. The catalyst is O1CCOCC1.C1C=CC([P]([Pd]([P](C2C=CC=CC=2)(C2C=CC=CC=2)C2C=CC=CC=2)([P](C2C=CC=CC=2)(C2C=CC=CC=2)C2C=CC=CC=2)[P](C2C=CC=CC=2)(C2C=CC=CC=2)C2C=CC=CC=2)(C2C=CC=CC=2)C2C=CC=CC=2)=CC=1. The product is [Cl:1][C:2]1[C:7]([C:8]2[CH:16]=[CH:15][C:11]3[S:25][CH:24]=[N:23][C:10]=3[CH:9]=2)=[CH:6][CH:5]=[CH:4][N:3]=1. The yield is 0.700. (7) The reactants are [H-].[Na+].[Br:3][C:4]1[CH:9]=[CH:8][C:7]([C:10]2[C:14]3[CH2:15][C:16]4[S:17][CH:18]=[CH:19][C:20]=4[C:13]=3[NH:12][N:11]=2)=[CH:6][CH:5]=1.[CH3:21][Si:22]([CH2:25][CH2:26][O:27][CH2:28]Cl)([CH3:24])[CH3:23]. The catalyst is C1COCC1. The product is [Br:3][C:4]1[CH:9]=[CH:8][C:7]([C:10]2[C:14]3[CH2:15][C:16]4[S:17][CH:18]=[CH:19][C:20]=4[C:13]=3[N:12]([CH2:28][O:27][CH2:26][CH2:25][Si:22]([CH3:24])([CH3:23])[CH3:21])[N:11]=2)=[CH:6][CH:5]=1. The yield is 0.690. (8) The reactants are [CH3:1][NH:2][C:3]1[N:8]=[C:7](Cl)[C:6]([Cl:10])=[C:5]([Cl:11])[N:4]=1.[C:12]([N:19]1[CH2:24][CH2:23][NH:22][CH2:21][CH2:20]1)([O:14][C:15]([CH3:18])([CH3:17])[CH3:16])=[O:13].C(=O)([O-])[O-].[K+].[K+]. The catalyst is O.C(C(C)=O)C. The product is [C:15]([O:14][C:12]([N:19]1[CH2:24][CH2:23][N:22]([C:7]2[C:6]([Cl:10])=[C:5]([Cl:11])[N:4]=[C:3]([NH:2][CH3:1])[N:8]=2)[CH2:21][CH2:20]1)=[O:13])([CH3:18])([CH3:16])[CH3:17]. The yield is 0.590.